The task is: Regression. Given a peptide amino acid sequence and an MHC pseudo amino acid sequence, predict their binding affinity value. This is MHC class II binding data.. This data is from Peptide-MHC class II binding affinity with 134,281 pairs from IEDB. (1) The peptide sequence is GGRLAFQEFMIVPCE. The MHC is DRB1_0802 with pseudo-sequence DRB1_0802. The binding affinity (normalized) is 0.254. (2) The peptide sequence is YTVFETALKKAITAM. The MHC is DRB1_0405 with pseudo-sequence DRB1_0405. The binding affinity (normalized) is 0.349. (3) The peptide sequence is LEAAVKQAYAATIAA. The MHC is HLA-DPA10103-DPB10401 with pseudo-sequence HLA-DPA10103-DPB10401. The binding affinity (normalized) is 0.355. (4) The peptide sequence is DEFFECFKYLLIQGH. The MHC is H-2-IAb with pseudo-sequence H-2-IAb. The binding affinity (normalized) is 0.259. (5) The peptide sequence is VCGVSAARLTPCGTG. The MHC is DRB1_1501 with pseudo-sequence DRB1_1501. The binding affinity (normalized) is 0.415. (6) The peptide sequence is VPPLRVWRHRARSVRAKLLSQGGRA. The MHC is DRB1_0301 with pseudo-sequence DRB1_0301. The binding affinity (normalized) is 0.